Dataset: Catalyst prediction with 721,799 reactions and 888 catalyst types from USPTO. Task: Predict which catalyst facilitates the given reaction. (1) Reactant: [C:1]([NH:4][C:5]1[CH:10]=[C:9]([N:11]2[CH:15]=[C:14]([C:16]([NH2:18])=O)[C:13]([I:19])=[N:12]2)[C:8]([CH3:20])=[CH:7][N:6]=1)(=[O:3])[CH3:2].C[N:22]([CH:24](OC)OC)C.[NH2:29]N.O. Product: [I:19][C:13]1[C:14]([C:16]2[N:22]=[CH:24][NH:29][N:18]=2)=[CH:15][N:11]([C:9]2[C:8]([CH3:20])=[CH:7][N:6]=[C:5]([NH:4][C:1](=[O:3])[CH3:2])[CH:10]=2)[N:12]=1. The catalyst class is: 11. (2) Reactant: N(C(OCC)=O)=NC(OCC)=O.C1(P(C2C=CC=CC=2)C2C=CC=CC=2)C=CC=CC=1.[F:32][C:33]1[CH:38]=[C:37]([OH:39])[CH:36]=[CH:35][C:34]=1[C:40](=[O:42])[CH3:41].[C:43]([O:47][C:48]([N:50]1[CH2:55][CH2:54][CH:53](O)[CH2:52][CH2:51]1)=[O:49])([CH3:46])([CH3:45])[CH3:44]. Product: [C:43]([O:47][C:48]([N:50]1[CH2:55][CH2:54][CH:53]([O:39][C:37]2[CH:36]=[CH:35][C:34]([C:40](=[O:42])[CH3:41])=[C:33]([F:32])[CH:38]=2)[CH2:52][CH2:51]1)=[O:49])([CH3:46])([CH3:44])[CH3:45]. The catalyst class is: 7.